This data is from Catalyst prediction with 721,799 reactions and 888 catalyst types from USPTO. The task is: Predict which catalyst facilitates the given reaction. (1) Reactant: [CH3:1][O:2][C:3]1[CH:8]=[CH:7][C:6]([C:9]2[CH:14]=[CH:13][CH:12]=[CH:11][CH:10]=2)=[CH:5][C:4]=1[N:15]=[N:16][C:17]([O:19][CH:20]([CH3:22])[CH3:21])=[O:18].ClC1C=CC=C(C(OO)=[O:31])C=1. Product: [CH3:1][O:2][C:3]1[CH:8]=[CH:7][C:6]([C:9]2[CH:14]=[CH:13][CH:12]=[CH:11][CH:10]=2)=[CH:5][C:4]=1[N+:15]([O-:31])=[N:16][C:17]([O:19][CH:20]([CH3:22])[CH3:21])=[O:18]. The catalyst class is: 4. (2) Reactant: [NH2:1][C:2]1[CH:7]=[CH:6][C:5]([Br:8])=[CH:4][N:3]=1.N1C=CC=CC=1.[C:15](OC(=O)C)(=[O:17])[CH3:16].O. Product: [Br:8][C:5]1[CH:6]=[CH:7][C:2]([NH:1][C:15](=[O:17])[CH3:16])=[N:3][CH:4]=1. The catalyst class is: 1. (3) Reactant: C([O:4][C@@H:5]1[C@@H:10]([O:11]C(=O)C)[C@H:9]([O:15]C(=O)C)[C@@H:8]([CH2:19][O:20]C(=O)C)[O:7][C@H:6]1[O:24][C:25]1[C:30]([CH2:31][C:32]2[CH:37]=[CH:36][C:35]([O:38][CH3:39])=[CH:34][CH:33]=2)=[C:29]([CH3:40])[N:28]=[C:27]([CH3:41])[N:26]=1)(=O)C.C[O-].[Na+]. Product: [C@@H:6]1([O:24][C:25]2[C:30]([CH2:31][C:32]3[CH:37]=[CH:36][C:35]([O:38][CH3:39])=[CH:34][CH:33]=3)=[C:29]([CH3:40])[N:28]=[C:27]([CH3:41])[N:26]=2)[O:7][C@H:8]([CH2:19][OH:20])[C@@H:9]([OH:15])[C@H:10]([OH:11])[C@H:5]1[OH:4]. The catalyst class is: 5. (4) Reactant: [CH3:1][C:2]([CH3:8])([CH2:5][CH:6]=[CH2:7])[CH2:3][NH2:4].C(N(C(C)C)CC)(C)C.Cl[C:19]([O:21][CH3:22])=[O:20].O. Product: [CH3:1][C:2]([CH3:8])([CH2:5][CH:6]=[CH2:7])[CH2:3][NH:4][C:19](=[O:20])[O:21][CH3:22]. The catalyst class is: 2.